From a dataset of NCI-60 drug combinations with 297,098 pairs across 59 cell lines. Regression. Given two drug SMILES strings and cell line genomic features, predict the synergy score measuring deviation from expected non-interaction effect. Drug 1: C1=CN(C=N1)CC(O)(P(=O)(O)O)P(=O)(O)O. Drug 2: CC1=C(N=C(N=C1N)C(CC(=O)N)NCC(C(=O)N)N)C(=O)NC(C(C2=CN=CN2)OC3C(C(C(C(O3)CO)O)O)OC4C(C(C(C(O4)CO)O)OC(=O)N)O)C(=O)NC(C)C(C(C)C(=O)NC(C(C)O)C(=O)NCCC5=NC(=CS5)C6=NC(=CS6)C(=O)NCCC[S+](C)C)O. Cell line: IGROV1. Synergy scores: CSS=11.9, Synergy_ZIP=-1.35, Synergy_Bliss=3.87, Synergy_Loewe=-7.05, Synergy_HSA=1.21.